From a dataset of Peptide-MHC class II binding affinity with 134,281 pairs from IEDB. Regression. Given a peptide amino acid sequence and an MHC pseudo amino acid sequence, predict their binding affinity value. This is MHC class II binding data. The peptide sequence is KAVEAYLVAHPDLYK. The MHC is HLA-DQA10101-DQB10501 with pseudo-sequence HLA-DQA10101-DQB10501. The binding affinity (normalized) is 0.560.